From a dataset of NCI-60 drug combinations with 297,098 pairs across 59 cell lines. Regression. Given two drug SMILES strings and cell line genomic features, predict the synergy score measuring deviation from expected non-interaction effect. (1) Drug 1: CC(C1=C(C=CC(=C1Cl)F)Cl)OC2=C(N=CC(=C2)C3=CN(N=C3)C4CCNCC4)N. Drug 2: CCCCC(=O)OCC(=O)C1(CC(C2=C(C1)C(=C3C(=C2O)C(=O)C4=C(C3=O)C=CC=C4OC)O)OC5CC(C(C(O5)C)O)NC(=O)C(F)(F)F)O. Cell line: ACHN. Synergy scores: CSS=8.82, Synergy_ZIP=-1.42, Synergy_Bliss=-0.775, Synergy_Loewe=-2.59, Synergy_HSA=-0.861. (2) Cell line: M14. Synergy scores: CSS=-5.79, Synergy_ZIP=9.99, Synergy_Bliss=6.46, Synergy_Loewe=-8.25, Synergy_HSA=-7.33. Drug 2: CC1=C(C(=CC=C1)Cl)NC(=O)C2=CN=C(S2)NC3=CC(=NC(=N3)C)N4CCN(CC4)CCO. Drug 1: C1=CC(=CC=C1CCCC(=O)O)N(CCCl)CCCl. (3) Drug 1: C1CN1C2=NC(=NC(=N2)N3CC3)N4CC4. Cell line: ACHN. Drug 2: C1CN(P(=O)(OC1)NCCCl)CCCl. Synergy scores: CSS=36.7, Synergy_ZIP=-2.35, Synergy_Bliss=-6.19, Synergy_Loewe=-47.6, Synergy_HSA=-7.37. (4) Cell line: NCI-H522. Drug 1: C1CC(C1)(C(=O)O)C(=O)O.[NH2-].[NH2-].[Pt+2]. Drug 2: CC12CCC3C(C1CCC2O)C(CC4=C3C=CC(=C4)O)CCCCCCCCCS(=O)CCCC(C(F)(F)F)(F)F. Synergy scores: CSS=7.85, Synergy_ZIP=-1.00, Synergy_Bliss=1.31, Synergy_Loewe=-0.356, Synergy_HSA=-0.0672. (5) Drug 1: COC1=CC(=CC(=C1O)OC)C2C3C(COC3=O)C(C4=CC5=C(C=C24)OCO5)OC6C(C(C7C(O6)COC(O7)C8=CC=CS8)O)O. Drug 2: C1=C(C(=O)NC(=O)N1)N(CCCl)CCCl. Cell line: A549. Synergy scores: CSS=49.9, Synergy_ZIP=-8.00, Synergy_Bliss=-6.38, Synergy_Loewe=-12.4, Synergy_HSA=-1.48. (6) Drug 1: COC1=C2C(=CC3=C1OC=C3)C=CC(=O)O2. Drug 2: C(CCl)NC(=O)N(CCCl)N=O. Cell line: IGROV1. Synergy scores: CSS=3.44, Synergy_ZIP=-2.18, Synergy_Bliss=-1.38, Synergy_Loewe=0.887, Synergy_HSA=-0.00888. (7) Drug 1: CN1C(=O)N2C=NC(=C2N=N1)C(=O)N. Drug 2: C(CC(=O)O)C(=O)CN.Cl. Cell line: MOLT-4. Synergy scores: CSS=31.6, Synergy_ZIP=1.76, Synergy_Bliss=1.89, Synergy_Loewe=-1.52, Synergy_HSA=-0.731.